Dataset: Reaction yield outcomes from USPTO patents with 853,638 reactions. Task: Predict the reaction yield, written as a fraction of the theoretical maximum amount of product (1.0 means a 100% yield; for example, 0.34 means a 34% yield). (1) The reactants are CC(C)([O-])C.[K+].[Br-].C1([C:14]([PH3+])([C:21]2[CH:26]=[CH:25][CH:24]=[CH:23][CH:22]=2)[C:15]2[CH:20]=CC=CC=2)C=CC=CC=1.C1(C([N:37]2[CH:41]=[C:40]([C:42]3[C:43]4[CH:50]=[CH:49][N:48]([CH2:51][O:52][CH2:53][CH2:54][Si:55]([CH3:58])([CH3:57])[CH3:56])[C:44]=4[N:45]=[CH:46][N:47]=3)[CH:39]=[N:38]2)CC=O)CCCC1. The catalyst is C1COCC1. The product is [CH:26]1([CH:21]([N:37]2[CH:41]=[C:40]([C:42]3[C:43]4[CH:50]=[CH:49][N:48]([CH2:51][O:52][CH2:53][CH2:54][Si:55]([CH3:58])([CH3:57])[CH3:56])[C:44]=4[N:45]=[CH:46][N:47]=3)[CH:39]=[N:38]2)[CH2:14][CH:15]=[CH2:20])[CH2:25][CH2:24][CH2:23][CH2:22]1. The yield is 0.440. (2) The reactants are [CH3:1][C:2]1[NH:3][C:4](=O)[C:5]2[CH:10]=[C:9]([CH3:11])[N:8]([C:12]3[C:17]([CH3:18])=[CH:16][C:15]([CH3:19])=[CH:14][C:13]=3[CH3:20])[C:6]=2[N:7]=1.O=P(Cl)(Cl)[Cl:24]. No catalyst specified. The product is [Cl:24][C:4]1[NH:3][CH:2]([CH3:1])[N:7]=[C:6]2[N:8]([C:12]3[C:17]([CH3:18])=[CH:16][C:15]([CH3:19])=[CH:14][C:13]=3[CH3:20])[C:9]([CH3:11])=[CH:10][C:5]=12. The yield is 0.840.